Dataset: Catalyst prediction with 721,799 reactions and 888 catalyst types from USPTO. Task: Predict which catalyst facilitates the given reaction. Reactant: [OH:1][C:2]1[C:7]([CH:8]=[O:9])=[CH:6][CH:5]=[CH:4][C:3]=1[CH:10]=[O:11].S(OC)(O[CH3:16])(=O)=O.C(#N)C.C(=O)([O-])[O-].[K+].[K+]. Product: [CH3:16][O:1][C:2]1[C:7]([CH:8]=[O:9])=[CH:6][CH:5]=[CH:4][C:3]=1[CH:10]=[O:11]. The catalyst class is: 27.